The task is: Predict which catalyst facilitates the given reaction.. This data is from Catalyst prediction with 721,799 reactions and 888 catalyst types from USPTO. (1) Reactant: ClCCl.[C:4]([C:7]1[CH:18]=[CH:17][CH:16]=[CH:15][C:8]=1[C:9]([O:11][CH2:12][CH:13]=[CH2:14])=[O:10])(=[O:6])[CH3:5].C(N(CC)CC)C.Br[Si:27]([CH3:30])([CH3:29])[CH3:28]. Product: [CH3:28][Si:27]([CH3:30])([CH3:29])[O:6][C:4]([C:7]1[CH:18]=[CH:17][CH:16]=[CH:15][C:8]=1[C:9]([O:11][CH2:12][CH:13]=[CH2:14])=[O:10])=[CH2:5]. The catalyst class is: 6. (2) Reactant: [OH-].[Na+].C[O:4][C:5]([CH2:7][CH2:8][C:9]1[CH:14]=[CH:13][CH:12]=[CH:11][C:10]=1[C:15]1[CH:40]=[CH:39][C:18]([CH2:19][C:20]23[C:28](=[O:29])[N:27]([C:30]4[CH:35]=[C:34]([Cl:36])[CH:33]=[C:32]([Cl:37])[CH:31]=4)[C:26](=[O:38])[N:25]2[CH2:24][CH2:23][CH2:22][CH2:21]3)=[CH:17][CH:16]=1)=[O:6]. Product: [C:5]([CH2:7][CH2:8][C:9]1[CH:14]=[CH:13][CH:12]=[CH:11][C:10]=1[C:15]1[CH:16]=[CH:17][C:18]([CH2:19][C:20]23[C:28](=[O:29])[N:27]([C:30]4[CH:31]=[C:32]([Cl:37])[CH:33]=[C:34]([Cl:36])[CH:35]=4)[C:26](=[O:38])[N:25]2[CH2:24][CH2:23][CH2:22][CH2:21]3)=[CH:39][CH:40]=1)([OH:6])=[O:4]. The catalyst class is: 24.